From a dataset of Reaction yield outcomes from USPTO patents with 853,638 reactions. Predict the reaction yield, written as a fraction of the theoretical maximum amount of product (1.0 means a 100% yield; for example, 0.34 means a 34% yield). (1) The reactants are [Br:1][C:2]1[CH:7]=[C:6]([F:8])[CH:5]=[C:4]([N+:9]([O-])=O)[C:3]=1[CH3:12].[CH3:13]OC(N(C)C)OC. The catalyst is CN(C=O)C.C(Cl)Cl. The product is [Br:1][C:2]1[CH:7]=[C:6]([F:8])[CH:5]=[C:4]2[C:3]=1[CH:12]=[CH:13][NH:9]2. The yield is 0.390. (2) The reactants are COC1C=CC(C[N:8]2[C:13]3[NH:14][N:15]=[C:16]([NH:17][C:18]4[CH:23]=[CH:22][CH:21]=[CH:20][CH:19]=4)[C:12]=3[C:11](=[O:24])[N:10]([CH3:25])[C:9]2=[O:26])=CC=1.C(O)(C(F)(F)F)=O.FC(F)(F)S(O)(=O)=O. The catalyst is C(Cl)Cl. The product is [CH3:25][N:10]1[C:11](=[O:24])[C:12]2[C:16]([NH:17][C:18]3[CH:23]=[CH:22][CH:21]=[CH:20][CH:19]=3)=[N:15][NH:14][C:13]=2[NH:8][C:9]1=[O:26]. The yield is 0.960. (3) The reactants are [CH:1]([N:4]([CH:8]1[CH2:13][CH2:12][N:11](C(OC(C)(C)C)=O)[CH2:10][CH2:9]1)[C:5](=[O:7])[CH3:6])([CH3:3])[CH3:2].[ClH:21]. No catalyst specified. The product is [ClH:21].[CH:1]([N:4]([CH:8]1[CH2:9][CH2:10][NH:11][CH2:12][CH2:13]1)[C:5](=[O:7])[CH3:6])([CH3:3])[CH3:2]. The yield is 0.450. (4) The reactants are [Cl:1][C:2]1[CH:29]=[CH:28][CH:27]=[CH:26][C:3]=1[C:4]([C:6]1[S:10][C:9]([NH:11][C:12]([C:14]2([C:17]3[CH:25]=[CH:24][C:20]4[O:21][CH2:22][O:23][C:19]=4[CH:18]=3)[CH2:16][CH2:15]2)=[O:13])=[N:8][CH:7]=1)=[O:5].[BH4-].[Na+]. The catalyst is CO. The product is [O:23]1[C:19]2[CH:18]=[C:17]([C:14]3([C:12]([NH:11][C:9]4[S:10][C:6]([CH:4]([C:3]5[CH:26]=[CH:27][CH:28]=[CH:29][C:2]=5[Cl:1])[OH:5])=[CH:7][N:8]=4)=[O:13])[CH2:16][CH2:15]3)[CH:25]=[CH:24][C:20]=2[O:21][CH2:22]1. The yield is 0.630. (5) The reactants are C([C:3](CC)([C:7]([O-:9])=[O:8])C([O-])=O)C.[H-].[Na+].[H][H].[C:16]12[C:22](=[CH:23][CH:24]=[CH:25][CH:26]=1)[NH:21][C:20](=[O:27])[O:19][C:17]2=O.Cl.[CH3:29][C:30](N(C)C)=O. No catalyst specified. The product is [CH2:29]([O:9][C:7]([C:3]1[C:20](=[O:27])[NH:21][C:22]2[C:16]([C:17]=1[OH:19])=[CH:26][CH:25]=[CH:24][CH:23]=2)=[O:8])[CH3:30]. The yield is 0.470. (6) The product is [CH:4]1([CH2:5][O:8][C:9](=[O:25])[CH:10]([C:15]2[CH:20]=[CH:19][C:18]([N+:21]([O-:23])=[O:22])=[C:17]([O:31][CH2:30][CH:27]3[CH2:29][CH2:28]3)[CH:16]=2)[CH2:11][CH:12]([CH3:13])[CH3:14])[CH2:2][CH2:3]1. No catalyst specified. The reactants are [Li][CH2:2][CH2:3][CH2:4][CH3:5].C([O:8][C:9](=[O:25])[CH:10]([C:15]1[CH:20]=[CH:19][C:18]([N+:21]([O-:23])=[O:22])=[C:17](F)[CH:16]=1)[CH2:11][CH:12]([CH3:14])[CH3:13])C.O.[CH:27]1([CH2:30][OH:31])[CH2:29][CH2:28]1. The yield is 0.930.